From a dataset of Tyrosyl-DNA phosphodiesterase HTS with 341,365 compounds. Binary Classification. Given a drug SMILES string, predict its activity (active/inactive) in a high-throughput screening assay against a specified biological target. (1) The molecule is O=C1N(c2cc(OC)ccc2)C(=O)c2c1ccnc2. The result is 0 (inactive). (2) The molecule is S(CC(N1CCN(CCC1=O)CCC)c1ccccc1)c1ccc(OC)cc1. The result is 0 (inactive). (3) The molecule is s1c(N2CC(CCC2)C(=O)NCc2cc(OC)ccc2)nn2c1nc(cc2=O)C. The result is 0 (inactive). (4) The compound is s1c2ncn(n3c(ccc3C)C)c(=O)c2c(c2oc(cc2)C)c1. The result is 0 (inactive). (5) The drug is Clc1c(C2Cc3nc(N4CC(CC(C4)C)C)ncc3C(=O)C2)cccc1. The result is 0 (inactive). (6) The drug is s1c(NC(=O)CCn2c(=O)c3c(nc2)cccc3)nc(c2cc(OC)c(OC)cc2)c1. The result is 0 (inactive). (7) The compound is O=C(NNC(=O)/C=C\c1ccc([N+]([O-])=O)cc1)C1CC1. The result is 0 (inactive).